Dataset: Reaction yield outcomes from USPTO patents with 853,638 reactions. Task: Predict the reaction yield, written as a fraction of the theoretical maximum amount of product (1.0 means a 100% yield; for example, 0.34 means a 34% yield). (1) The reactants are Cl.[N:2]1[N:3]=[CH:4][N:5]2[CH:10]=[CH:9][N:8]=[C:7]([N:11]3[CH2:15][CH2:14][C@H:13]([NH2:16])[CH2:12]3)[C:6]=12.[C:17]1([N:23]2[CH:27]=[N:26][C:25]([C:28](O)=[O:29])=[N:24]2)[CH:22]=[CH:21][CH:20]=[CH:19][CH:18]=1.C(N(CC)C(C)C)C.CN(C(ON1N=NC2C=CC=NC1=2)=[N+](C)C)C.F[P-](F)(F)(F)(F)F. The catalyst is CN(C=O)C.C(OCC)(=O)C. The product is [N:2]1[N:3]=[CH:4][N:5]2[CH:10]=[CH:9][N:8]=[C:7]([N:11]3[CH2:15][CH2:14][C@H:13]([NH:16][C:28]([C:25]4[N:26]=[CH:27][N:23]([C:17]5[CH:18]=[CH:19][CH:20]=[CH:21][CH:22]=5)[N:24]=4)=[O:29])[CH2:12]3)[C:6]=12. The yield is 0.200. (2) The reactants are [C:1]1([C:21]2[CH:26]=[CH:25][CH:24]=[CH:23][CH:22]=2)[CH:6]=[CH:5][C:4]([C:7]([N:9]2[CH2:13][C:12](=[N:14][O:15][CH3:16])[CH2:11][C@H:10]2[C:17](=[N:19][OH:20])[NH2:18])=[O:8])=[CH:3][CH:2]=1.[C:27]([O:31][C:32]([NH:34][CH2:35][CH2:36][C:37](O)=O)=[O:33])([CH3:30])([CH3:29])[CH3:28]. No catalyst specified. The product is [C:27]([O:31][C:32]([NH:34][CH2:35][CH2:36][C:37]1[O:20][N:19]=[C:17]([C@@H:10]2[CH2:11][C:12](=[N:14][O:15][CH3:16])[CH2:13][N:9]2[C:7]([C:4]2[CH:3]=[CH:2][C:1]([C:21]3[CH:26]=[CH:25][CH:24]=[CH:23][CH:22]=3)=[CH:6][CH:5]=2)=[O:8])[N:18]=1)=[O:33])([CH3:30])([CH3:29])[CH3:28]. The yield is 0.750. (3) The reactants are [CH3:1][O:2][C:3](=[O:19])[CH2:4][CH2:5][C:6]([C:8]1[C:13]([CH3:14])=[CH:12][C:11]([O:15][CH3:16])=[CH:10][C:9]=1[O:17]C)=[O:7].B(Br)(Br)Br. The catalyst is ClCCl. The product is [CH3:1][O:2][C:3](=[O:19])[CH2:4][CH2:5][C:6]([C:8]1[C:13]([CH3:14])=[CH:12][C:11]([O:15][CH3:16])=[CH:10][C:9]=1[OH:17])=[O:7].[CH3:1][O:2][C:3](=[O:19])[CH2:4][CH2:5][C:6]([C:8]1[C:13]([CH3:14])=[CH:12][C:11]([OH:15])=[CH:10][C:9]=1[OH:17])=[O:7]. The yield is 0.310. (4) The reactants are [Br:1][C:2]1[CH:3]=[CH:4][C:5]([F:25])=[C:6]([C@:8]([NH:18][S@@:19]([C:21]([CH3:24])([CH3:23])[CH3:22])=[O:20])([CH3:17])[C:9]([F:16])([F:15])C(OCC)=O)[CH:7]=1.[CH3:26][Mg]Br.[O:29]1[CH2:33][CH2:32]CC1. No catalyst specified. The product is [Br:1][C:2]1[CH:3]=[CH:4][C:5]([F:25])=[C:6]([C@@:8]([NH:18][S@@:19]([C:21]([CH3:24])([CH3:22])[CH3:23])=[O:20])([C:9]([F:16])([F:15])[C:33]([OH:29])([CH3:32])[CH3:26])[CH3:17])[CH:7]=1. The yield is 0.997. (5) The reactants are [OH:1][C@@H:2]([C:23]1[CH:28]=[CH:27][CH:26]=[CH:25][CH:24]=1)[CH2:3][CH2:4][N:5]1[CH2:10][CH2:9][CH:8]([C:11]2[CH:12]=[C:13]([NH:17][C:18](=[O:22])[CH:19]([CH3:21])[CH3:20])[CH:14]=[CH:15][CH:16]=2)[CH2:7][CH2:6]1.[F:29][C:30]1[CH:35]=[CH:34][C:33]([F:36])=[CH:32][C:31]=1O.C1(P(C2C=CC=CC=2)C2C=CC=CC=2)C=CC=CC=1.N(C(OCC)=O)=NC(OCC)=O.N. The catalyst is C1COCC1.C(Cl)(Cl)Cl. The product is [F:29][C:30]1[CH:35]=[CH:34][C:33]([F:36])=[CH:32][C:31]=1[O:1][C@@H:2]([C:23]1[CH:24]=[CH:25][CH:26]=[CH:27][CH:28]=1)[CH2:3][CH2:4][N:5]1[CH2:10][CH2:9][CH:8]([C:11]2[CH:12]=[C:13]([NH:17][C:18](=[O:22])[CH:19]([CH3:21])[CH3:20])[CH:14]=[CH:15][CH:16]=2)[CH2:7][CH2:6]1. The yield is 0.293.